Dataset: Drug-target binding data from BindingDB using Ki measurements. Task: Regression. Given a target protein amino acid sequence and a drug SMILES string, predict the binding affinity score between them. We predict pKi (pKi = -log10(Ki in M); higher means stronger inhibition). Dataset: bindingdb_ki. (1) The small molecule is N=C(N)c1ccc(Oc2cc(Oc3ccc(C(=N)N)cc3)cc(C(=O)NC3CCN(CCCN)CC3)c2)cc1. The target protein (Q9Y5Y6) has sequence MGSDRARKGGGGPKDFGAGLKYNSRHEKVNGLEEGVEFLPVNNVKKVEKHGPGRWVVLAAVLIGLLLVLLGIGFLVWHLQYRDVRVQKVFNGYMRITNENFVDAYENSNSTEFVSLASKVKDALKLLYSGVPFLGPYHKESAVTAFSEGSVIAYYWSEFSIPQHLVEEAERVMAEERVVMLPPRARSLKSFVVTSVVAFPTDSKTVQRTQDNSCSFGLHARGVELMRFTTPGFPDSPYPAHARCQWALRGDADSVLSLTFRSFDLASCDERGSDLVTVYNTLSPMEPHALVQLCGTYPPSYNLTFHSSQNVLLITLITNTERRHPGFEATFFQLPRMSSCGGRLRKAQGTFNSPYYPGHYPPNIDCTWNIEVPNNQHVKVRFKFFYLLEPGVPAGTCPKDYVEINGEKYCGERSQFVVTSNSNKITVRFHSDQSYTDTGFLAEYLSYDSSDPCPGQFTCRTGRCIRKELRCDGWADCTDHSDELNCSCDAGHQFTCKNKF.... The pKi is 6.8. (2) The compound is Nc1ncnc2c1nc(SCc1ccc(C(=O)O)cc1)n2C1O[C@H](COP(=O)(O)O)[C@@H](O)[C@H]1O. The target protein (P0ADG7) has sequence MLRIAKEALTFDDVLLVPAHSTVLPNTADLSTQLTKTIRLNIPMLSAAMDTVTEARLAIALAQEGGIGFIHKNMSIERQAEEVRRVKKHESGVVTDPQTVLPTTTLREVKELTERNGFAGYPVVTEENELVGIITGRDVRFVTDLNQPVSVYMTPKERLVTVREGEAREVVLAKMHEKRVEKALVVDDEFHLIGMITVKDFQKAERKPNACKDEQGRLRVGAAVGAGAGNEERVDALVAAGVDVLLIDSSHGHSEGVLQRIRETRAKYPDLQIIGGNVATAAGARALAEAGCSAVKVGIGPGSICTTRIVTGVGVPQITAVADAVEALEGTGIPVIADGGIRFSGDIAKAIAAGASAVMVGSMLAGTEESPGEIELYQGRSYKSYRGMGSLGAMSKGSSDRYFQSDNAADKLVPEGIEGRVAYKGRLKEIIHQQMGGLRSCMGLTGCGTIDELRTKAEFVRISGAGIQESHVHDVTITKESPNYRLGS. The pKi is 3.7. (3) The drug is C=C(c1cccc(OCCC(c2ccccc2)c2ccccc2)c1)[C@H]1CN[C@H](C(=O)O)[C@H]1CC(=O)O. The pKi is 5.6. The target protein (Q13002) has sequence MKIIFPILSNPVFRRTVKLLLCLLWIGYSQGTTHVLRFGGIFEYVESGPMGAEELAFRFAVNTINRNRTLLPNTTLTYDTQKINLYDSFEASKKACDQLSLGVAAIFGPSHSSSANAVQSICNALGVPHIQTRWKHQVSDNKDSFYVSLYPDFSSLSRAILDLVQFFKWKTVTVVYDDSTGLIRLQELIKAPSRYNLRLKIRQLPADTKDAKPLLKEMKRGKEFHVIFDCSHEMAAGILKQALAMGMMTEYYHYIFTTLDLFALDVEPYRYSGVNMTGFRILNTENTQVSSIIEKWSMERLQAPPKPDSGLLDGFMTTDAALMYDAVHVVSVAVQQFPQMTVSSLQCNRHKPWRFGTRFMSLIKEAHWEGLTGRITFNKTNGLRTDFDLDVISLKEEGLEKIGTWDPASGLNMTESQKGKPANITDSLSNRSLIVTTILEEPYVLFKKSDKPLYGNDRFEGYCIDLLRELSTILGFTYEIRLVEDGKYGAQDDANGQWNG.... (4) The small molecule is Cn1nc(S(N)(=O)=O)sc1=N. The target protein sequence is MRKILISAVLVLSSISISFAEHEWSYEGEKGPEHWAQLKPEFFWCKLKNQSPINIDKKYKVKANLPKLNLYYKTAKESEVVNNGHTIQINIKEDNTLNYLGEKYQLKQFHFHTPSEHTIEKKSYPLEIHFVHKTEDGKILVVGVMAKLGKTNKELDKILNVAPAEEGEKILDKNLNLNNLIPKDKRYMTYSGSLTTPPCTEGVRWIVLKKPISISKQQLEKLKSVMVNPNNRPVQEINSRWIIEGF. The pKi is 6.4. (5) The small molecule is CC(C)(C)c1ccc(NC(=O)N2CCN(c3ncccc3Cl)CC2)cc1. The target protein (P46002) has sequence MEQNGSFRVDSEFRYTLFPIVYSVIFVLGVVANGYVLWVFATLYPSKKLNEIKIFMVNLTVADLLFLMTLPLWIVYYSNEGDWIVHKFLCNLAGCLFFINTYCSVAFLGVITYNRYQAVAYPIKTAQATTRKRGITLSLVIWISIAATASYFLATDSTNVVPKKDGSGNITRCFEHYEPYSVPILVVHIFITSCFFLVFFLIFYCNMVIIHTLLTRPVRQQRKPEVKRRALWMVCTVLAVFVICFVPHHVVQLPWTLAELGYQTNFHQAINDAHQITLCLLSTNCVLDPVIYCFLTKKFRKHLSEKFYSMRSSRKCSRATSDTCTEVMMPANQTPVLPLKN. The pKi is 5.0.